From a dataset of Forward reaction prediction with 1.9M reactions from USPTO patents (1976-2016). Predict the product of the given reaction. (1) Given the reactants Cl.[N:2]1[N:3]([C:7]2[CH:25]=[CH:24][CH:23]=[CH:22][C:8]=2[C:9]([N:11]2[C@H:16]([CH3:17])[CH2:15][CH2:14][C@@H:13]([C:18](=[O:21])[CH2:19][NH2:20])[CH2:12]2)=[O:10])[N:4]=[CH:5][CH:6]=1.C(N(CC)CC)C.Cl[C:34](=[O:40])[C:35]([O:37][CH2:38][CH3:39])=[O:36].O, predict the reaction product. The product is: [N:2]1[N:3]([C:7]2[CH:25]=[CH:24][CH:23]=[CH:22][C:8]=2[C:9]([N:11]2[C@H:16]([CH3:17])[CH2:15][CH2:14][C@@H:13]([C:18](=[O:21])[CH2:19][NH:20][C:34](=[O:40])[C:35]([O:37][CH2:38][CH3:39])=[O:36])[CH2:12]2)=[O:10])[N:4]=[CH:5][CH:6]=1. (2) The product is: [CH3:29][C:25]1[CH:24]=[C:23]([C:20]2[CH:19]=[CH:18][C:17]([NH:16][C:14]([NH:13][C:8]3([C:4]4[CH:5]=[N:6][CH:7]=[CH:2][CH:3]=4)[CH2:9][CH2:10][CH2:11][CH2:12]3)=[O:15])=[CH:22][CH:21]=2)[CH:28]=[CH:27][N:26]=1. Given the reactants Br[C:2]1[CH:3]=[C:4]([C:8]2([NH:13][C:14]([NH:16][C:17]3[CH:22]=[CH:21][C:20]([C:23]4[CH:28]=[CH:27][N:26]=[C:25]([CH3:29])[CH:24]=4)=[CH:19][CH:18]=3)=[O:15])[CH2:12][CH2:11][CH2:10][CH2:9]2)[CH:5]=[N:6][CH:7]=1, predict the reaction product.